From a dataset of Catalyst prediction with 721,799 reactions and 888 catalyst types from USPTO. Predict which catalyst facilitates the given reaction. (1) Reactant: [N+:1]([C:4]1[CH:5]=[C:6]([CH:16]=[CH:17][CH:18]=1)[CH2:7][N:8]1[S:12](=[O:14])(=[O:13])[NH:11][C:10](=[O:15])[CH2:9]1)([O-])=O.[H][H]. Product: [NH2:1][C:4]1[CH:5]=[C:6]([CH:16]=[CH:17][CH:18]=1)[CH2:7][N:8]1[S:12](=[O:14])(=[O:13])[NH:11][C:10](=[O:15])[CH2:9]1. The catalyst class is: 50. (2) Reactant: [CH:1]1([C:7]2[C:15]3[C:10](=[CH:11][C:12]([C:16]([OH:18])=[O:17])=[CH:13][CH:14]=3)[N:9]([CH2:19]C3C=CN=CC=3)[C:8]=2[C:26]2[CH:27]=[C:28]3[C:33](=[CH:34][CH:35]=2)[N:32]=[C:31]([C:36]2[S:40][C:39]([CH3:41])=[N:38][C:37]=2[CH3:42])[CH:30]=[CH:29]3)[CH2:6][CH2:5][CH2:4][CH2:3][CH2:2]1.COC(C1C=C2C(C(C3CCCCC3)=C(C3C=C4C(=CC=3)N=C(C3SC(C)=NC=3C)C=C4)N2)=CC=1)=O.[H-].[Na+].ClC[C:83]1[CH:87]=[C:86]([CH3:88])[O:85][N:84]=1. Product: [CH:1]1([C:7]2[C:15]3[C:10](=[CH:11][C:12]([C:16]([OH:18])=[O:17])=[CH:13][CH:14]=3)[N:9]([CH2:19][C:83]3[CH:87]=[C:86]([CH3:88])[O:85][N:84]=3)[C:8]=2[C:26]2[CH:27]=[C:28]3[C:33](=[CH:34][CH:35]=2)[N:32]=[C:31]([C:36]2[S:40][C:39]([CH3:41])=[N:38][C:37]=2[CH3:42])[CH:30]=[CH:29]3)[CH2:2][CH2:3][CH2:4][CH2:5][CH2:6]1. The catalyst class is: 3. (3) Reactant: [C:1]([NH:4][CH2:5][CH2:6][C:7]1[CH:12]=[CH:11][CH:10]=[C:9]([NH2:13])[CH:8]=1)(=[O:3])[CH3:2].Cl[C:15]([O:17][CH2:18][CH3:19])=[O:16].O. Product: [C:1]([NH:4][CH2:5][CH2:6][C:7]1[CH:12]=[CH:11][CH:10]=[C:9]([NH:13][C:15]([O:17][CH2:18][CH3:19])=[O:16])[CH:8]=1)(=[O:3])[CH3:2]. The catalyst class is: 17. (4) Reactant: [Cl:1][C:2]1[CH:8]=[C:7]([Cl:9])[C:6]([O:10][CH3:11])=[CH:5][C:3]=1[NH2:4].[H-].[Na+].Cl[C:15]1[C:20]([C:21]#[N:22])=[CH:19][N:18]=[C:17]2[CH:23]=[C:24]([C:26]3[CH:31]=[CH:30][CH:29]=[CH:28][CH:27]=3)[S:25][C:16]=12. Product: [Cl:1][C:2]1[CH:8]=[C:7]([Cl:9])[C:6]([O:10][CH3:11])=[CH:5][C:3]=1[NH:4][C:15]1[C:20]([C:21]#[N:22])=[CH:19][N:18]=[C:17]2[CH:23]=[C:24]([C:26]3[CH:27]=[CH:28][CH:29]=[CH:30][CH:31]=3)[S:25][C:16]=12. The catalyst class is: 7.